Predict the reactants needed to synthesize the given product. From a dataset of Full USPTO retrosynthesis dataset with 1.9M reactions from patents (1976-2016). (1) Given the product [C:21]([S:23][CH2:12][CH2:13][C:14]([F:19])([F:20])[C:15]([F:16])([F:17])[F:18])(=[O:24])[CH3:22], predict the reactants needed to synthesize it. The reactants are: CC1C=CC(S(O[CH2:12][CH2:13][C:14]([F:20])([F:19])[C:15]([F:18])([F:17])[F:16])(=O)=O)=CC=1.[C:21]([O-:24])(=[S:23])[CH3:22].[K+]. (2) Given the product [C:1]([C:3]([C:6]1[CH:7]=[C:8]([CH:37]=[CH:38][CH:39]=1)[C:9]([NH:11][C:12]1[CH:13]=[CH:14][C:15]([CH3:36])=[C:16]([NH:18][C:19]([C:21]2[S:35][C:24]3=[N:25][CH:26]=[C:27]([C:45]4[CH:46]=[N:47][C:42]([N:41]([CH3:40])[CH3:57])=[N:43][CH:44]=4)[N:28]=[C:23]3[CH:22]=2)=[O:20])[CH:17]=1)=[O:10])([CH3:5])[CH3:4])#[N:2], predict the reactants needed to synthesize it. The reactants are: [C:1]([C:3]([C:6]1[CH:7]=[C:8]([CH:37]=[CH:38][CH:39]=1)[C:9]([NH:11][C:12]1[CH:13]=[CH:14][C:15]([CH3:36])=[C:16]([NH:18][C:19]([C:21]2[S:35][C:24]3=[N:25][CH:26]=[C:27](C4C=NC=CC=4)[N:28]=[C:23]3[CH:22]=2)=[O:20])[CH:17]=1)=[O:10])([CH3:5])[CH3:4])#[N:2].[CH3:40][N:41]([CH3:57])[C:42]1[N:47]=[CH:46][C:45](B2OC(C)(C)C(C)(C)O2)=[CH:44][N:43]=1. (3) Given the product [CH2:3]1[C:4]2([CH2:8][CH2:7][CH2:6][N:5]2[CH2:40][C:39]2[CH:38]=[CH:37][C:36]([O:35][CH:33]3[CH2:34][N:31]([C:29]([C:27]4[O:28][C:24]([C:21]5[CH:22]=[CH:23][C:18]([O:17][CH3:16])=[CH:19][CH:20]=5)=[N:25][N:26]=4)=[O:30])[CH2:32]3)=[CH:43][CH:42]=2)[CH2:1][O:2]1, predict the reactants needed to synthesize it. The reactants are: [CH2:1]1[C:4]2([CH2:8][CH2:7][CH2:6][NH:5]2)[CH2:3][O:2]1.C(N(CC)CC)C.[CH3:16][O:17][C:18]1[CH:23]=[CH:22][C:21]([C:24]2[O:28][C:27]([C:29]([N:31]3[CH2:34][CH:33]([O:35][C:36]4[CH:43]=[CH:42][C:39]([CH:40]=O)=[CH:38][CH:37]=4)[CH2:32]3)=[O:30])=[N:26][N:25]=2)=[CH:20][CH:19]=1.[Na].C([O-])(O)=O.[Na+]. (4) Given the product [Cl:16][C:13]1[CH:14]=[CH:15][C:6]([O:5][CH2:4][C:3]([OH:33])=[O:2])=[C:7]2[C:12]=1[N:11]=[C:10]([O:17][CH:18]([F:20])[F:19])[C:9]([CH2:21][C:22]1[CH:23]=[CH:24][C:25]([S:28]([CH3:31])(=[O:29])=[O:30])=[CH:26][CH:27]=1)=[C:8]2[CH3:32], predict the reactants needed to synthesize it. The reactants are: C[O:2][C:3](=[O:33])[CH2:4][O:5][C:6]1[CH:15]=[CH:14][C:13]([Cl:16])=[C:12]2[C:7]=1[C:8]([CH3:32])=[C:9]([CH2:21][C:22]1[CH:27]=[CH:26][C:25]([S:28]([CH3:31])(=[O:30])=[O:29])=[CH:24][CH:23]=1)[C:10]([O:17][CH:18]([F:20])[F:19])=[N:11]2.CO.[OH-].[Li+].O. (5) The reactants are: [F:1][C:2]1[CH:7]=[CH:6][C:5]([C@@:8]([NH:26][C:27]([NH:29][CH2:30][C:31]([F:34])([F:33])[F:32])=[O:28])([C:12]2[CH:17]=[C:16]([O:18][C:19]([F:24])([F:23])[CH:20]([F:22])[F:21])[CH:15]=[C:14]([F:25])[CH:13]=2)[CH2:9][CH:10]=[CH2:11])=[CH:4][C:3]=1[C:35]([F:38])([F:37])[F:36].[CH2:39]([Zn]CC)C.ICI.Cl. Given the product [CH:10]1([CH2:9][C@@:8]([NH:26][C:27]([NH:29][CH2:30][C:31]([F:32])([F:33])[F:34])=[O:28])([C:5]2[CH:6]=[CH:7][C:2]([F:1])=[C:3]([C:35]([F:38])([F:36])[F:37])[CH:4]=2)[C:12]2[CH:17]=[C:16]([O:18][C:19]([F:23])([F:24])[CH:20]([F:22])[F:21])[CH:15]=[C:14]([F:25])[CH:13]=2)[CH2:39][CH2:11]1, predict the reactants needed to synthesize it. (6) Given the product [C:1]([C:3]1[C:4]([N:24]2[CH2:29][CH2:28][CH:27]([C:30]([O:32][C:33]([CH3:36])([CH3:35])[CH3:34])=[O:31])[CH2:26][CH2:25]2)=[N:5][C:6]([CH2:17][N:18]2[CH2:22][CH2:21][CH2:20][C:19]2=[O:23])=[C:7]([C:9](=[O:16])[NH:10][CH2:11][C:12](=[O:15])[CH3:13])[CH:8]=1)#[N:2], predict the reactants needed to synthesize it. The reactants are: [C:1]([C:3]1[C:4]([N:24]2[CH2:29][CH2:28][CH:27]([C:30]([O:32][C:33]([CH3:36])([CH3:35])[CH3:34])=[O:31])[CH2:26][CH2:25]2)=[N:5][C:6]([CH2:17][N:18]2[CH2:22][CH2:21][CH2:20][C:19]2=[O:23])=[C:7]([C:9](=[O:16])[NH:10][CH2:11][CH:12]([OH:15])[CH2:13]C)[CH:8]=1)#[N:2].CC(OI1(OC(C)=O)(OC(C)=O)OC(=O)C2C=CC=CC1=2)=O.C([O-])(O)=O.[Na+].CC1CCCO1. (7) Given the product [ClH:20].[N:1]1[CH:6]=[C:5]([CH2:7][O:8][C:9]2[CH:10]=[CH:11][C:12]([CH2:15][C:16]([OH:18])=[O:17])=[CH:13][CH:14]=2)[CH:4]=[N:3][CH:2]=1, predict the reactants needed to synthesize it. The reactants are: [N:1]1[CH:6]=[C:5]([CH2:7][O:8][C:9]2[CH:14]=[CH:13][C:12]([CH2:15][C:16]([O:18]C)=[O:17])=[CH:11][CH:10]=2)[CH:4]=[N:3][CH:2]=1.[ClH:20]. (8) Given the product [NH:3]1[CH:4]=[CH:5][N:1]=[C:2]1[C:6]1[N:10]([C:11]2[CH:12]=[N:13][C:14]([O:17][CH3:18])=[CH:15][CH:16]=2)[N:9]=[C:8]([C:19]([N:28]2[CH2:29][CH2:30][CH:25]([O:24][CH3:23])[CH2:26][CH2:27]2)=[O:21])[CH:7]=1, predict the reactants needed to synthesize it. The reactants are: [NH:1]1[CH:5]=[CH:4][N:3]=[C:2]1[C:6]1[N:10]([C:11]2[CH:12]=[N:13][C:14]([O:17][CH3:18])=[CH:15][CH:16]=2)[N:9]=[C:8]([C:19]([OH:21])=O)[CH:7]=1.Cl.[CH3:23][O:24][CH:25]1[CH2:30][CH2:29][NH:28][CH2:27][CH2:26]1. (9) Given the product [CH2:51]([O:52][CH2:1]/[CH:2]=[CH:3]/[CH2:4][C@@H:41]([CH:42]([CH3:44])[CH3:43])[C:40]([OH:45])=[O:39])[C:8]1[CH:7]=[CH:6][CH:11]=[CH:10][CH:9]=1, predict the reactants needed to synthesize it. The reactants are: [CH2:1]([Li])[CH2:2][CH2:3][CH3:4].[CH3:6][CH2:7][CH2:8][CH2:9][CH2:10][CH3:11].C(NC(C)C)(C)C.C([N-]C(C)C)(C)C.[Li+].C(OC[C@H]([O:39][C:40](=[O:45])[CH2:41][CH:42]([CH3:44])[CH3:43])C=C)C1C=CC=CC=1.C[Si](Cl)(C)C.[CH3:51][OH:52].